Dataset: Full USPTO retrosynthesis dataset with 1.9M reactions from patents (1976-2016). Task: Predict the reactants needed to synthesize the given product. (1) Given the product [NH2:23][C@@H:10]([CH2:9][C:3]1[C:2]([F:1])=[CH:7][CH:6]=[CH:5][C:4]=1[F:8])[CH2:11][N:12]1[C:13](=[O:22])[C:14]2[C:19](=[CH:18][CH:17]=[CH:16][CH:15]=2)[C:20]1=[O:21], predict the reactants needed to synthesize it. The reactants are: [F:1][C:2]1[CH:7]=[CH:6][CH:5]=[C:4]([F:8])[C:3]=1[CH2:9][C@H:10]([NH:23]C(=O)OC(C)(C)C)[CH2:11][N:12]1[C:20](=[O:21])[C:19]2[C:14](=[CH:15][CH:16]=[CH:17][CH:18]=2)[C:13]1=[O:22].Cl.O1CCOCC1. (2) Given the product [Br:2][C:1]([Br:5])=[CH:29][C:28]1[CH:31]=[CH:32][C:33]([O:34][CH3:35])=[C:26]([OH:25])[CH:27]=1, predict the reactants needed to synthesize it. The reactants are: [C:1]([Br:5])(Br)(Br)[Br:2].C1(P(C2C=CC=CC=2)C2C=CC=CC=2)C=CC=CC=1.[OH:25][C:26]1[CH:27]=[C:28]([CH:31]=[CH:32][C:33]=1[O:34][CH3:35])[CH:29]=O.O. (3) Given the product [C:3]([O:7][C:8](=[O:16])/[CH:9]=[CH:10]/[C:11]1[CH:15]=[CH:14][N:13]([S:25]([C:22]2[CH:21]=[CH:20][C:19]([N:18]([CH3:29])[CH3:17])=[CH:24][CH:23]=2)(=[O:27])=[O:26])[CH:12]=1)([CH3:6])([CH3:4])[CH3:5], predict the reactants needed to synthesize it. The reactants are: [H-].[Na+].[C:3]([O:7][C:8](=[O:16])/[CH:9]=[CH:10]/[C:11]1[CH:15]=[CH:14][NH:13][CH:12]=1)([CH3:6])([CH3:5])[CH3:4].[CH3:17][N:18]([CH3:29])[C:19]1[CH:24]=[CH:23][C:22]([S:25](Cl)(=[O:27])=[O:26])=[CH:21][CH:20]=1. (4) Given the product [F:17][C:18]([F:29])([F:28])[C:19]([N:3]1[CH2:8][CH2:7][C:6](=[O:9])[CH2:5][CH2:4]1)=[O:20], predict the reactants needed to synthesize it. The reactants are: O.Cl.[NH:3]1[CH2:8][CH2:7][C:6](=[O:9])[CH2:5][CH2:4]1.C(N(CC)CC)C.[F:17][C:18]([F:29])([F:28])[C:19](O[C:19](=[O:20])[C:18]([F:29])([F:28])[F:17])=[O:20]. (5) Given the product [Cl:1][C:2]1[CH:7]=[CH:6][C:5]([S:8]([N:11]2[CH:16]3[CH2:17][CH2:18][CH2:19][CH:12]2[C:13]2[CH:21]=[N:23][C:24]4[N:25]([C:14]=2[CH2:15]3)[N:26]=[C:27]([CH3:29])[CH:28]=4)(=[O:10])=[O:9])=[CH:4][CH:3]=1, predict the reactants needed to synthesize it. The reactants are: [Cl:1][C:2]1[CH:7]=[CH:6][C:5]([S:8]([N:11]2[CH:16]3[CH2:17][CH2:18][CH2:19][CH:12]2[C:13](=[CH:21]O)[C:14](=O)[CH2:15]3)(=[O:10])=[O:9])=[CH:4][CH:3]=1.[NH2:23][C:24]1[CH:28]=[C:27]([CH3:29])[NH:26][N:25]=1. (6) Given the product [ClH:28].[ClH:36].[Cl:28][C:20]1[C:19]2[C:18]([S:15]([N:11]3[CH2:12][CH2:13][CH2:14][NH:8][CH2:9][C@@H:10]3[CH3:29])(=[O:16])=[O:17])=[CH:27][CH:26]=[CH:25][C:24]=2[CH:23]=[N:22][CH:21]=1, predict the reactants needed to synthesize it. The reactants are: C(OC([N:8]1[CH2:14][CH2:13][CH2:12][N:11]([S:15]([C:18]2[C:19]3[C:20]([Cl:28])=[CH:21][N:22]=[CH:23][C:24]=3[CH:25]=[CH:26][CH:27]=2)(=[O:17])=[O:16])[C@@H:10]([CH3:29])[CH2:9]1)=O)(C)(C)C.O1CCOCC1.[ClH:36]. (7) Given the product [C:1]([O:9][CH2:10][C@H:11]1[S:15][C@@H:14]([N:16]2[CH:31]=[CH:30][C:20]([NH:21][C:22](=[O:29])[C:23]3[CH:28]=[CH:27][CH:26]=[CH:25][CH:24]=3)=[N:19][C:17]2=[O:18])[CH2:13][O:12]1)(=[O:8])[C:2]1[CH:7]=[CH:6][CH:5]=[CH:4][CH:3]=1, predict the reactants needed to synthesize it. The reactants are: [C:1]([O:9][CH2:10][C@H:11]1[S:15][CH:14]([N:16]2[CH:31]=[CH:30][C:20]([NH:21][C:22](=[O:29])[C:23]3[CH:28]=[CH:27][CH:26]=[CH:25][CH:24]=3)=[N:19][C:17]2=[O:18])[CH2:13][O:12]1)(=[O:8])[C:2]1[CH:7]=[CH:6][CH:5]=[CH:4][CH:3]=1. (8) Given the product [CH2:1]([C@H:8]([C@H:15]([OH:22])[C:16]([OH:18])=[O:17])[C:9]([OH:11])=[O:10])[C:2]1[CH:3]=[CH:4][CH:5]=[CH:6][CH:7]=1, predict the reactants needed to synthesize it. The reactants are: [CH2:1]([C@@H:8]([C@@H:15]([OH:22])[C:16]([O:18]C(C)C)=[O:17])[C:9]([O:11]C(C)C)=[O:10])[C:2]1[CH:7]=[CH:6][CH:5]=[CH:4][CH:3]=1.[OH-].[K+]. (9) Given the product [Cl:1][C:2]1[C:7]([N+:8]([O-:10])=[O:9])=[C:6]([OH:14])[CH:5]=[CH:4][N:3]=1, predict the reactants needed to synthesize it. The reactants are: [Cl:1][C:2]1[C:7]([N+:8]([O-:10])=[O:9])=[C:6](Cl)[CH:5]=[CH:4][N:3]=1.C([O-])(=[O:14])C.[Cs+].[NH4+].[Cl-].